From a dataset of Catalyst prediction with 721,799 reactions and 888 catalyst types from USPTO. Predict which catalyst facilitates the given reaction. (1) Reactant: [CH2:1]([C@@H:4]1[C@@H:8](/[CH:9]=[CH:10]/[C@@H:11]([O:24][Si:25]([CH2:30][CH3:31])([CH2:28][CH3:29])[CH2:26][CH3:27])[CH2:12][O:13][C:14]2[CH:19]=[CH:18][CH:17]=[C:16]([C:20]([F:23])([F:22])[F:21])[CH:15]=2)[C@H:7]([O:32][Si:33]([C:36]([CH3:39])([CH3:38])[CH3:37])([CH3:35])[CH3:34])[CH2:6][C:5]1=[O:40])[CH:2]=[CH2:3].CCC(C)[BH-](C(C)CC)C(C)CC.[Li+]. Product: [CH2:1]([C@@H:4]1[C@@H:8](/[CH:9]=[CH:10]/[C@@H:11]([O:24][Si:25]([CH2:26][CH3:27])([CH2:30][CH3:31])[CH2:28][CH3:29])[CH2:12][O:13][C:14]2[CH:19]=[CH:18][CH:17]=[C:16]([C:20]([F:23])([F:22])[F:21])[CH:15]=2)[C@H:7]([O:32][Si:33]([C:36]([CH3:38])([CH3:37])[CH3:39])([CH3:35])[CH3:34])[CH2:6][C@@H:5]1[OH:40])[CH:2]=[CH2:3]. The catalyst class is: 7. (2) Reactant: C([O:3][C:4]([C:6]1[CH:11]=[CH:10][CH:9]=[C:8]([CH:12]2[CH2:14][CH2:13]2)[N:7]=1)=[O:5])C.[Li+].[OH-].O.Cl. Product: [CH:12]1([C:8]2[N:7]=[C:6]([C:4]([OH:5])=[O:3])[CH:11]=[CH:10][CH:9]=2)[CH2:13][CH2:14]1. The catalyst class is: 1. (3) Reactant: [NH:1]1[CH2:6][CH2:5][NH:4][CH2:3][CH2:2]1.Cl[C:8]1[CH:13]=[CH:12][C:11]([C:14]([F:17])([F:16])[F:15])=[CH:10][N:9]=1. Product: [F:15][C:14]([F:17])([F:16])[C:11]1[CH:12]=[CH:13][C:8]([N:1]2[CH2:6][CH2:5][NH:4][CH2:3][CH2:2]2)=[N:9][CH:10]=1. The catalyst class is: 10. (4) Reactant: F[C:2]1[CH:9]=[CH:8][C:7]([CH:10]=[O:11])=[CH:6][C:3]=1[C:4]#[N:5].[Br-:12].[Li+]. Product: [Br:12][C:2]1[CH:9]=[CH:8][C:7]([CH:10]=[O:11])=[CH:6][C:3]=1[C:4]#[N:5]. The catalyst class is: 37. (5) Reactant: O.[NH2:2][NH2:3].C[O:5][C:6](=O)[C:7]1[CH:15]=[CH:14][CH:13]=[C:9]([C:10]([OH:12])=[O:11])[CH:8]=1. Product: [NH:2]([C:6]([C:7]1[CH:8]=[C:9]([CH:13]=[CH:14][CH:15]=1)[C:10]([OH:12])=[O:11])=[O:5])[NH2:3]. The catalyst class is: 5. (6) Reactant: [Br:1][CH2:2][C:3]1[CH:12]=[CH:11][C:10]2[C:5](=[CH:6][CH:7]=[CH:8][CH:9]=2)[CH:4]=1.[NH2:13][C:14](=[S:24])[CH2:15][P:16](=[O:23])([O:20][CH2:21][CH3:22])[O:17][CH2:18][CH3:19]. Product: [BrH:1].[CH2:18]([O:17][P:16]([CH2:15][C:14](=[NH:13])[S:24][CH2:2][C:3]1[CH:12]=[CH:11][C:10]2[C:5](=[CH:6][CH:7]=[CH:8][CH:9]=2)[CH:4]=1)([O:20][CH2:21][CH3:22])=[O:23])[CH3:19]. The catalyst class is: 22. (7) Reactant: Br[CH2:2][C:3]([C:5]1[CH:10]=[CH:9][C:8]([Cl:11])=[CH:7][CH:6]=1)=O.[Cl:12][C:13]1[CH:14]=[CH:15][C:16]([NH2:19])=[N:17][CH:18]=1.O. Product: [Cl:12][C:13]1[CH:14]=[CH:15][C:16]2[N:17]([CH:2]=[C:3]([C:5]3[CH:10]=[CH:9][C:8]([Cl:11])=[CH:7][CH:6]=3)[N:19]=2)[CH:18]=1. The catalyst class is: 9. (8) Reactant: [F:1][C:2]1[C:14]([NH:15][CH2:16][C:17]2[CH:22]=[C:21]([CH3:23])[CH:20]=[C:19]([C:24]3[CH:29]=[CH:28][CH:27]=[C:26]([F:30])[CH:25]=3)[C:18]=2[F:31])=[C:13]([F:32])[CH:12]=[CH:11][C:3]=1[O:4][CH2:5][C:6]([O:8]CC)=[O:7].O[Li].O. Product: [F:1][C:2]1[C:14]([NH:15][CH2:16][C:17]2[CH:22]=[C:21]([CH3:23])[CH:20]=[C:19]([C:24]3[CH:29]=[CH:28][CH:27]=[C:26]([F:30])[CH:25]=3)[C:18]=2[F:31])=[C:13]([F:32])[CH:12]=[CH:11][C:3]=1[O:4][CH2:5][C:6]([OH:8])=[O:7]. The catalyst class is: 20. (9) Reactant: [CH3:1][NH:2][CH2:3][CH2:4][OH:5].[N+:6]([O-:9])([OH:8])=[O:7].CC(OC(C)=O)=O. Product: [N+:6]([O-:9])([O-:8])=[O:7].[CH3:1][NH2+:2][CH2:3][CH2:4][O:5][N+:6]([O-:8])=[O:7]. The catalyst class is: 521.